This data is from Full USPTO retrosynthesis dataset with 1.9M reactions from patents (1976-2016). The task is: Predict the reactants needed to synthesize the given product. Given the product [OH:9][CH2:8][C:4]1[C:3]([CH3:10])=[C:2]([NH:1][C:11](=[O:12])[O:13][C:14]([CH3:17])([CH3:16])[CH3:15])[CH:7]=[CH:6][CH:5]=1, predict the reactants needed to synthesize it. The reactants are: [NH2:1][C:2]1[C:3]([CH3:10])=[C:4]([CH2:8][OH:9])[CH:5]=[CH:6][CH:7]=1.[C:11](O[C:11]([O:13][C:14]([CH3:17])([CH3:16])[CH3:15])=[O:12])([O:13][C:14]([CH3:17])([CH3:16])[CH3:15])=[O:12].C(N(CC)CC)C.